Dataset: Forward reaction prediction with 1.9M reactions from USPTO patents (1976-2016). Task: Predict the product of the given reaction. (1) Given the reactants [F:1][C:2]1[CH:3]=[CH:4][C:5]([N:8]2[CH:12]=[C:11]([CH2:13][CH2:14][CH2:15][OH:16])[C:10]([CH:17]([CH3:19])[CH3:18])=[N:9]2)=[N:6][CH:7]=1.O[C:21]1[C:26]([O:27][CH3:28])=[CH:25][CH:24]=[CH:23][C:22]=1[CH2:29][C:30]([O:32]C)=[O:31].C(P(CCCC)CCCC)CCC.N(C(N1CCCCC1)=O)=NC(N1CCCCC1)=O, predict the reaction product. The product is: [F:1][C:2]1[CH:3]=[CH:4][C:5]([N:8]2[CH:12]=[C:11]([CH2:13][CH2:14][CH2:15][O:16][C:21]3[C:26]([O:27][CH3:28])=[CH:25][CH:24]=[CH:23][C:22]=3[CH2:29][C:30]([OH:32])=[O:31])[C:10]([CH:17]([CH3:19])[CH3:18])=[N:9]2)=[N:6][CH:7]=1. (2) Given the reactants [CH3:1][CH2:2][N:3]([C:5]([O:7][C:8]1[CH:9]=[CH:10][CH:11]=[C:12]([C@@H:14]([N:16]([CH3:18])[CH3:17])[CH3:15])[CH:13]=1)=[O:6])[CH3:4].[C:19]([OH:28])(=[O:27])[C@@H:20]([C@H:22]([C:24]([OH:26])=[O:25])[OH:23])[OH:21], predict the reaction product. The product is: [CH3:1][CH2:2][N:3]([C:5]([O:7][C:8]1[CH:9]=[CH:10][CH:11]=[C:12]([C@@H:14]([N:16]([CH3:18])[CH3:17])[CH3:15])[CH:13]=1)=[O:6])[CH3:4].[CH:20]([OH:21])([C:19]([OH:28])=[O:27])[CH:22]([OH:23])[C:24]([OH:26])=[O:25]. (3) The product is: [NH2:45][C:39]1[CH:40]=[C:41]([CH3:44])[CH:42]=[CH:43][C:38]=1[NH:37][C:35]([C:34]1[CH:46]=[CH:47][C:31]([CH2:30][NH:29][C:26]([C:22]2[C:23]3[C:18](=[CH:17][C:16]([O:15][C:6]4[C:5]5[C:10](=[CH:11][C:12]([O:13][CH3:14])=[C:3]([O:2][CH3:1])[CH:4]=5)[N:9]=[CH:8][N:7]=4)=[CH:25][CH:24]=3)[CH:19]=[CH:20][CH:21]=2)=[O:27])=[CH:32][CH:33]=1)=[O:36]. Given the reactants [CH3:1][O:2][C:3]1[CH:4]=[C:5]2[C:10](=[CH:11][C:12]=1[O:13][CH3:14])[N:9]=[CH:8][N:7]=[C:6]2[O:15][C:16]1[CH:17]=[C:18]2[C:23](=[CH:24][CH:25]=1)[C:22]([C:26](O)=[O:27])=[CH:21][CH:20]=[CH:19]2.[NH2:29][CH2:30][C:31]1[CH:47]=[CH:46][C:34]([C:35]([NH:37][C:38]2[CH:43]=[CH:42][C:41]([CH3:44])=[CH:40][C:39]=2[NH2:45])=[O:36])=[CH:33][CH:32]=1, predict the reaction product. (4) Given the reactants [Br:1][C:2]1[CH:11]=[CH:10][C:5]2[NH:6][C:7](=[O:9])[O:8][C:4]=2[CH:3]=1.[H-].[Na+].[C:14]1([C:20](Cl)([C:27]2[CH:32]=[CH:31][CH:30]=[CH:29][CH:28]=2)[C:21]2[CH:26]=[CH:25][CH:24]=[CH:23][CH:22]=2)[CH:19]=[CH:18][CH:17]=[CH:16][CH:15]=1, predict the reaction product. The product is: [Br:1][C:2]1[CH:11]=[CH:10][C:5]2[N:6]([C:20]([C:14]3[CH:19]=[CH:18][CH:17]=[CH:16][CH:15]=3)([C:27]3[CH:28]=[CH:29][CH:30]=[CH:31][CH:32]=3)[C:21]3[CH:22]=[CH:23][CH:24]=[CH:25][CH:26]=3)[C:7](=[O:9])[O:8][C:4]=2[CH:3]=1. (5) Given the reactants [Cu][C:2]#[N:3].Br[C:5]1[CH:10]=[CH:9][C:8]([CH3:11])=[C:7]([F:12])[CH:6]=1, predict the reaction product. The product is: [F:12][C:7]1[CH:6]=[C:5]([C:2]#[N:3])[CH:10]=[CH:9][C:8]=1[CH3:11]. (6) Given the reactants [NH2:1][C:2]1[CH:7]=[CH:6][C:5]([C:8]2[O:12][C:11]([C:13]([NH:15][CH:16]([CH:21]([CH3:23])[CH3:22])[C:17]([O:19][CH3:20])=[O:18])=[O:14])=[N:10][CH:9]=2)=[CH:4][CH:3]=1.[N:24]([C:27]1[CH:32]=[CH:31][CH:30]=[C:29]([C:33]([F:36])([F:35])[F:34])[CH:28]=1)=[C:25]=[O:26], predict the reaction product. The product is: [CH3:22][CH:21]([CH3:23])[CH:16]([NH:15][C:13]([C:11]1[O:12][C:8]([C:5]2[CH:6]=[CH:7][C:2]([NH:1][C:25]([NH:24][C:27]3[CH:32]=[CH:31][CH:30]=[C:29]([C:33]([F:34])([F:35])[F:36])[CH:28]=3)=[O:26])=[CH:3][CH:4]=2)=[CH:9][N:10]=1)=[O:14])[C:17]([O:19][CH3:20])=[O:18]. (7) Given the reactants [C:1]([C:5]1[CH:10]=[CH:9][C:8]([NH:11][C:12]2[CH:31]=[CH:30][C:15]([O:16][C:17]3[C:26]4[C:21](=[CH:22][C:23]([OH:29])=[C:24]([O:27][CH3:28])[CH:25]=4)[N:20]=[CH:19][CH:18]=3)=[CH:14][CH:13]=2)=[CH:7][CH:6]=1)([CH3:4])([CH3:3])[CH3:2].C(C1C=CC(NC2C=CC(O[C:50]3[C:59]4[C:54](=CC(OCCCCl)=C(OC)C=4)[N:53]=[CH:52][CH:51]=3)=CC=2)=CC=1)(C)(C)C.C(=O)([O-])[O-:68].[K+].[K+].[CH2:73]([CH:75]1[O:77]C1)Br.C(OC(N1CCC(CO)CC1)=O)(C)(C)C, predict the reaction product. The product is: [C:1]([C:5]1[CH:6]=[CH:7][C:8]([NH:11][C:12]2[CH:31]=[CH:30][C:15]([O:16][C:17]3[C:26]4[C:21](=[CH:22][C:23]([O:29][CH2:50][CH:59]([OH:68])[CH2:54][N:53]5[CH2:52][CH2:51][O:77][CH2:75][CH2:73]5)=[C:24]([O:27][CH3:28])[CH:25]=4)[N:20]=[CH:19][CH:18]=3)=[CH:14][CH:13]=2)=[CH:9][CH:10]=1)([CH3:4])([CH3:2])[CH3:3]. (8) Given the reactants [CH3:1][C:2]1[C:6]2[N:7]=[CH:8][N:9]=[CH:10][C:5]=2[S:4][CH:3]=1.BrN1C(=[O:17])CCC1=O, predict the reaction product. The product is: [N:7]1[C:6]2[C:2]([CH:1]=[O:17])=[CH:3][S:4][C:5]=2[CH:10]=[N:9][CH:8]=1. (9) Given the reactants [CH3:1][O:2][C:3]1[CH:8]=[CH:7][C:6]([C:9]2[C:17]3[C:12](=[CH:13][CH:14]=[CH:15][CH:16]=3)[N:11]([CH2:18][C:19]3[CH:24]=[CH:23][CH:22]=[C:21]([C:25]([F:28])([F:27])[F:26])[CH:20]=3)[C:10]=2[CH:29]=[O:30])=[CH:5][CH:4]=1.[Si]([C:35]([F:38])([F:37])[F:36])(C)(C)C.CCCC[N+](CCCC)(CCCC)CCCC.[F-], predict the reaction product. The product is: [F:36][C:35]([F:38])([F:37])[CH:29]([C:10]1[N:11]([CH2:18][C:19]2[CH:24]=[CH:23][CH:22]=[C:21]([C:25]([F:26])([F:27])[F:28])[CH:20]=2)[C:12]2[C:17]([C:9]=1[C:6]1[CH:7]=[CH:8][C:3]([O:2][CH3:1])=[CH:4][CH:5]=1)=[CH:16][CH:15]=[CH:14][CH:13]=2)[OH:30].